Dataset: Full USPTO retrosynthesis dataset with 1.9M reactions from patents (1976-2016). Task: Predict the reactants needed to synthesize the given product. Given the product [CH:14]1([NH:17][C:2]2[N:7]=[C:6]([NH:8][CH3:9])[N:5]=[C:4]([NH:10][CH2:11][C:12]#[CH:13])[N:3]=2)[CH2:16][CH2:15]1, predict the reactants needed to synthesize it. The reactants are: Cl[C:2]1[N:7]=[C:6]([NH:8][CH3:9])[N:5]=[C:4]([NH:10][CH2:11][C:12]#[CH:13])[N:3]=1.[CH:14]1([NH2:17])[CH2:16][CH2:15]1.C([O-])(O)=O.[Na+].